This data is from Full USPTO retrosynthesis dataset with 1.9M reactions from patents (1976-2016). The task is: Predict the reactants needed to synthesize the given product. (1) Given the product [NH:1]1[C:5]([NH:6][CH:10]=[C:11]([C:12]([O:14][CH2:15][CH3:16])=[O:13])[C:17]([O:19][CH2:20][CH3:21])=[O:18])=[CH:4][CH:3]=[N:2]1, predict the reactants needed to synthesize it. The reactants are: [NH:1]1[C:5]([NH2:6])=[CH:4][CH:3]=[N:2]1.C(O[CH:10]=[C:11]([C:17]([O:19][CH2:20][CH3:21])=[O:18])[C:12]([O:14][CH2:15][CH3:16])=[O:13])C. (2) Given the product [Cl:1][C:2]1[C:33]([CH3:34])=[CH:32][C:5]([O:6][CH2:7][CH2:8][CH2:9][C:10]2[C:18]3[C:13](=[C:14]([C:19]4[C:23]([CH3:24])=[N:22][N:21]([CH2:44][CH2:45][N:46]([CH3:48])[CH3:47])[C:20]=4[CH3:25])[CH:15]=[CH:16][CH:17]=3)[N:12]([CH2:26][CH2:27][C:28]([OH:30])=[O:29])[C:11]=2[CH3:31])=[CH:4][C:3]=1[CH3:35], predict the reactants needed to synthesize it. The reactants are: [Cl:1][C:2]1[C:33]([CH3:34])=[CH:32][C:5]([O:6][CH2:7][CH2:8][CH2:9][C:10]2[C:18]3[C:13](=[C:14]([C:19]4[C:20]([CH3:25])=[N:21][NH:22][C:23]=4[CH3:24])[CH:15]=[CH:16][CH:17]=3)[N:12]([CH2:26][CH2:27][C:28]([OH:30])=[O:29])[C:11]=2[CH3:31])=[CH:4][C:3]=1[CH3:35].C(=O)([O-])[O-].[Cs+].[Cs+].Br.Br[CH2:44][CH2:45][N:46]([CH3:48])[CH3:47].